From a dataset of Catalyst prediction with 721,799 reactions and 888 catalyst types from USPTO. Predict which catalyst facilitates the given reaction. Reactant: [CH3:1]C(C)([O-])C.[K+].[Br:7][C:8]1[CH:9]=[C:10]2[C:15](=[CH:16][C:17]=1[Cl:18])[NH:14][C:13](=[O:19])[CH2:12][CH2:11]2.CI.O. Product: [Br:7][C:8]1[CH:9]=[C:10]2[C:15](=[CH:16][C:17]=1[Cl:18])[N:14]([CH3:1])[C:13](=[O:19])[CH2:12][CH2:11]2. The catalyst class is: 3.